Task: Regression. Given a peptide amino acid sequence and an MHC pseudo amino acid sequence, predict their binding affinity value. This is MHC class II binding data.. Dataset: Peptide-MHC class II binding affinity with 134,281 pairs from IEDB (1) The peptide sequence is IVQKRGIVKENIIDLT. The MHC is DRB1_0301 with pseudo-sequence DRB1_0301. The binding affinity (normalized) is 0. (2) The peptide sequence is VKLSALTLKGTSYKI. The MHC is DRB5_0101 with pseudo-sequence DRB5_0101. The binding affinity (normalized) is 0.744.